Dataset: Reaction yield outcomes from USPTO patents with 853,638 reactions. Task: Predict the reaction yield, written as a fraction of the theoretical maximum amount of product (1.0 means a 100% yield; for example, 0.34 means a 34% yield). (1) The reactants are [CH3:1][O:2][C:3]1[CH:27]=[CH:26][C:6]([CH2:7][N:8]2[CH:12]=[C:11]([C:13]3[N:14]=[C:15]([NH:18][C:19]4[CH:24]=[CH:23][CH:22]=[CH:21][N:20]=4)[S:16][CH:17]=3)[C:10](Cl)=[N:9]2)=[CH:5][CH:4]=1.[C-:28]#[N:29].[K+]. The catalyst is C(#N)C.C1C=CC([P]([Pd]([P](C2C=CC=CC=2)(C2C=CC=CC=2)C2C=CC=CC=2)([P](C2C=CC=CC=2)(C2C=CC=CC=2)C2C=CC=CC=2)[P](C2C=CC=CC=2)(C2C=CC=CC=2)C2C=CC=CC=2)(C2C=CC=CC=2)C2C=CC=CC=2)=CC=1.[Cu]I. The product is [CH3:1][O:2][C:3]1[CH:27]=[CH:26][C:6]([CH2:7][N:8]2[CH:12]=[C:11]([C:13]3[N:14]=[C:15]([NH:18][C:19]4[CH:24]=[CH:23][CH:22]=[CH:21][N:20]=4)[S:16][CH:17]=3)[C:10]([C:28]#[N:29])=[N:9]2)=[CH:5][CH:4]=1. The yield is 0.680. (2) The reactants are [Cl:1][C:2]1[CH:9]=[CH:8][C:5]([CH2:6]Cl)=[CH:4][CH:3]=1.[Mg].[Cl:11][C:12]1[N:17]=[CH:16][C:15]([C:18](=O)[CH3:19])=[CH:14][CH:13]=1.[Cl-].[NH4+].O.C1(C)C=CC(S(O)(=O)=O)=CC=1.[OH-].[Na+]. The catalyst is C(OCC)C.O1CCCC1. The product is [Cl:11][C:12]1[CH:13]=[CH:14][C:15](/[C:18](/[CH3:19])=[CH:6]/[C:5]2[CH:8]=[CH:9][C:2]([Cl:1])=[CH:3][CH:4]=2)=[CH:16][N:17]=1. The yield is 0.170.